Dataset: Peptide-MHC class II binding affinity with 134,281 pairs from IEDB. Task: Regression. Given a peptide amino acid sequence and an MHC pseudo amino acid sequence, predict their binding affinity value. This is MHC class II binding data. (1) The binding affinity (normalized) is 0.329. The peptide sequence is VMRNTTWEGQCSNSH. The MHC is DRB1_0101 with pseudo-sequence DRB1_0101. (2) The peptide sequence is YVAWMSATAALAREA. The MHC is HLA-DQA10301-DQB10302 with pseudo-sequence HLA-DQA10301-DQB10302. The binding affinity (normalized) is 0.415. (3) The peptide sequence is GELWIVDKIDAAFKI. The MHC is DRB1_1501 with pseudo-sequence DRB1_1501. The binding affinity (normalized) is 0.465. (4) The peptide sequence is NLLWKQIANELNYIL. The MHC is DRB1_0405 with pseudo-sequence DRB1_0405. The binding affinity (normalized) is 0. (5) The peptide sequence is AFKVAATAWNAAPAN. The MHC is HLA-DPA10201-DPB11401 with pseudo-sequence HLA-DPA10201-DPB11401. The binding affinity (normalized) is 0.747.